Dataset: Catalyst prediction with 721,799 reactions and 888 catalyst types from USPTO. Task: Predict which catalyst facilitates the given reaction. (1) Reactant: [OH-].[Na+].C[O:4][C:5]([C:7]1[CH:8]=[C:9]([CH3:26])[C:10]2[O:16][C:15]3[C:17]([Cl:22])=[CH:18][C:19]([NH2:21])=[CH:20][C:14]=3[CH2:13][S:12](=[O:24])(=[O:23])[C:11]=2[CH:25]=1)=[O:6]. Product: [NH2:21][C:19]1[CH:18]=[C:17]([Cl:22])[C:15]2[O:16][C:10]3[C:9]([CH3:26])=[CH:8][C:7]([C:5]([OH:6])=[O:4])=[CH:25][C:11]=3[S:12](=[O:23])(=[O:24])[CH2:13][C:14]=2[CH:20]=1. The catalyst class is: 72. (2) Reactant: C([N:8]1[CH2:13][CH2:12][N:11]([C:14]2([C:17]([O:19][CH2:20][CH3:21])=[O:18])[CH2:16][CH2:15]2)[CH2:10][CH2:9]1)C1C=CC=CC=1.[Cl:22]CCl. Product: [ClH:22].[N:11]1([C:14]2([C:17]([O:19][CH2:20][CH3:21])=[O:18])[CH2:16][CH2:15]2)[CH2:10][CH2:9][NH:8][CH2:13][CH2:12]1. The catalyst class is: 25. (3) Reactant: Br[C:2]1[CH:7]=[C:6]([C:8]([F:11])([F:10])[F:9])[CH:5]=[CH:4][C:3]=1[N:12]1[CH2:17][CH2:16][O:15][C:14]2[CH:18]=[C:19]([S:22]([NH:25][C:26]3[S:30][N:29]=[CH:28][N:27]=3)(=[O:24])=[O:23])[CH:20]=[CH:21][C:13]1=2.B1([C:40]2[CH2:45][CH2:44][N:43]([C:46]([O:48][C:49]([CH3:52])([CH3:51])[CH3:50])=[O:47])[CH2:42][CH:41]=2)OC(C)(C)C(C)(C)O1.C([O-])([O-])=O.[K+].[K+]. Product: [S:30]1[C:26]([NH:25][S:22]([C:19]2[CH:20]=[CH:21][C:13]3[N:12]([C:3]4[CH:4]=[CH:5][C:6]([C:8]([F:11])([F:10])[F:9])=[CH:7][C:2]=4[C:40]4[CH2:45][CH2:44][N:43]([C:46]([O:48][C:49]([CH3:52])([CH3:51])[CH3:50])=[O:47])[CH2:42][CH:41]=4)[CH2:17][CH2:16][O:15][C:14]=3[CH:18]=2)(=[O:24])=[O:23])=[N:27][CH:28]=[N:29]1. The catalyst class is: 70. (4) The catalyst class is: 329. Reactant: C(NC(C)C)(C)C.[Li]CCCC.[Br:13][C:14]1[CH:21]=[CH:20][C:17]([C:18]#N)=[C:16]([CH3:22])[CH:15]=1.[BH4-].[Na+].[OH:25]S(O)(=O)=O.C1[CH2:34][O:33]CC1. Product: [Br:13][C:14]1[CH:15]=[C:16]2[C:17](=[CH:20][CH:21]=1)[C:18](=[O:25])[O:33][CH2:34][CH2:22]2. (5) Reactant: [C:1]1([C:9]2[CH:14]=[CH:13][CH:12]=[CH:11][CH:10]=2)[CH:6]=[CH:5][C:4]([CH2:7][OH:8])=[CH:3][CH:2]=1.[N:15]([C:18]1[CH:27]=[CH:26][CH:25]=[CH:24][C:19]=1[C:20]([O:22][CH3:23])=[O:21])=[C:16]=[O:17].N. Product: [C:1]1([C:9]2[CH:10]=[CH:11][CH:12]=[CH:13][CH:14]=2)[CH:2]=[CH:3][C:4]([CH2:7][O:8][C:16]([NH:15][C:18]2[CH:27]=[CH:26][CH:25]=[CH:24][C:19]=2[C:20]([O:22][CH3:23])=[O:21])=[O:17])=[CH:5][CH:6]=1. The catalyst class is: 83. (6) Reactant: [Cl:1][C:2]1[CH:3]=[C:4]([C:9]([F:16])([F:15])[C:10]([O:12]CC)=[O:11])[CH:5]=[CH:6][C:7]=1[CH3:8].O.[OH-].[Li+]. Product: [Cl:1][C:2]1[CH:3]=[C:4]([C:9]([F:15])([F:16])[C:10]([OH:12])=[O:11])[CH:5]=[CH:6][C:7]=1[CH3:8]. The catalyst class is: 364. (7) Reactant: C[O:2][C:3]([C:5]1[C:10]([NH:11][C:12](=[O:28])[CH2:13][C:14]2[C:15]([C:24]([F:27])([F:26])[F:25])=[N:16][N:17]([CH3:23])[C:18]=2[O:19][CH:20]([F:22])[F:21])=[N:9][CH:8]=[CH:7][N:6]=1)=O.C(=O)([O-])[O-].[K+].[K+]. Product: [F:22][CH:20]([F:21])[O:19][C:18]1[N:17]([CH3:23])[N:16]=[C:15]([C:24]([F:27])([F:26])[F:25])[C:14]=1[C:13]1[C:12](=[O:28])[NH:11][C:10]2=[N:9][CH:8]=[CH:7][N:6]=[C:5]2[C:3]=1[OH:2]. The catalyst class is: 35.